Dataset: Catalyst prediction with 721,799 reactions and 888 catalyst types from USPTO. Task: Predict which catalyst facilitates the given reaction. (1) Product: [CH2:12]([C:5]1[CH:6]=[CH:7][C:2]([Br:1])=[CH:3][C:4]=1[CH3:9])[CH:10]=[CH2:11]. The catalyst class is: 1. Reactant: [Br:1][C:2]1[CH:7]=[CH:6][C:5](I)=[C:4]([CH3:9])[CH:3]=1.[CH:10]([Mg]Cl)([CH3:12])[CH3:11].[Cl-].[Li+].[Cu]C#N.C(Br)C=C. (2) Reactant: [H-].[Na+].[N:3]1[CH:8]=[CH:7][CH:6]=[N:5][C:4]=1[NH:9][CH2:10][CH2:11][OH:12].F[C:14]1[CH:21]=[CH:20][C:17]([CH:18]=[O:19])=[CH:16][CH:15]=1.O. Product: [N:3]1[CH:8]=[CH:7][CH:6]=[N:5][C:4]=1[NH:9][CH2:10][CH2:11][O:12][C:14]1[CH:21]=[CH:20][C:17]([CH:18]=[O:19])=[CH:16][CH:15]=1. The catalyst class is: 3. (3) Reactant: [N:1]([C:4]1[C:11]([Br:12])=[CH:10][C:9]([Cl:13])=[CH:8][C:5]=1[CH:6]=O)=[N+:2]=[N-].[CH:14]1(N)[CH2:16][CH2:15]1. Product: [Br:12][C:11]1[C:4]2[C:5](=[CH:6][N:2]([CH:14]3[CH2:16][CH2:15]3)[N:1]=2)[CH:8]=[C:9]([Cl:13])[CH:10]=1. The catalyst class is: 2. (4) Reactant: C(OC([N:8]1[CH2:12][CH2:11][CH2:10][CH:9]1[C:13]([NH:15][C@H:16]([C:35]([O:37][CH3:38])=[O:36])[CH2:17][C:18]1[CH:23]=[CH:22][C:21]([O:24][CH2:25][CH2:26][C:27]2[CH:32]=[CH:31][CH:30]=[C:29]([NH:33][CH3:34])[N:28]=2)=[CH:20][CH:19]=1)=[O:14])=O)(C)(C)C.C(O)(C(F)(F)F)=O. Product: [NH:8]1[CH2:12][CH2:11][CH2:10][CH:9]1[C:13]([NH:15][C@H:16]([C:35]([O:37][CH3:38])=[O:36])[CH2:17][C:18]1[CH:19]=[CH:20][C:21]([O:24][CH2:25][CH2:26][C:27]2[CH:32]=[CH:31][CH:30]=[C:29]([NH:33][CH3:34])[N:28]=2)=[CH:22][CH:23]=1)=[O:14]. The catalyst class is: 2.